Dataset: Reaction yield outcomes from USPTO patents with 853,638 reactions. Task: Predict the reaction yield, written as a fraction of the theoretical maximum amount of product (1.0 means a 100% yield; for example, 0.34 means a 34% yield). (1) The reactants are [C:1]([C:3]1[CH:4]=[C:5]([CH:11]=[CH:12][CH:13]=1)[O:6][CH2:7][C:8]([OH:10])=O)#[N:2].CCN(C(C)C)C(C)C.[NH2:23][CH2:24][CH:25]([OH:37])[CH2:26][N:27]1[CH2:36][CH2:35][C:34]2[C:29](=[CH:30][CH:31]=[CH:32][CH:33]=2)[CH2:28]1. The catalyst is C(Cl)Cl. The product is [C:1]([C:3]1[CH:4]=[C:5]([CH:11]=[CH:12][CH:13]=1)[O:6][CH2:7][C:8]([NH:23][CH2:24][CH:25]([OH:37])[CH2:26][N:27]1[CH2:36][CH2:35][C:34]2[C:29](=[CH:30][CH:31]=[CH:32][CH:33]=2)[CH2:28]1)=[O:10])#[N:2]. The yield is 0.120. (2) The reactants are [CH2:1]([OH:3])[CH3:2].[CH:4]([O-:6])=O.[NH4+].C(O)=O.C(O)[C:12]1[CH:17]=[CH:16][CH:15]=[CH:14][CH:13]=1. The catalyst is [Pd].O. The product is [CH:4]([O:3][CH2:1][CH2:2][C:12]1[CH:17]=[CH:16][CH:15]=[CH:14][CH:13]=1)=[O:6]. The yield is 0.200. (3) The reactants are [C:1]([OH:5])(C)([CH3:3])[CH3:2].[CH2:6]([C:8]1[CH:9]=[CH:10]C(C=C)=[N:12][CH:13]=1)[CH3:7].BrN1C(=O)CCC1=O.[OH-].[Na+]. The catalyst is O. The product is [CH2:9]([C:8]1[CH:6]=[CH:7][C:2]([CH:1]2[CH2:3][O:5]2)=[N:12][CH:13]=1)[CH3:10]. The yield is 0.920. (4) The reactants are [CH:1]([NH:3][CH:4]1[CH2:12][C:11]2[C:6](=[CH:7][CH:8]=[C:9]([S:13]C(=O)N(C)C)[CH:10]=2)[CH2:5]1)=O.[H-].[Al+3].[Li+].[H-].[H-].[H-].C([O-])([O-])=O.[Cs+].[Cs+].Br[C:32]([CH3:41])([CH3:40])[C:33]([O:35][C:36]([CH3:39])([CH3:38])[CH3:37])=[O:34].[BH4-].[Na+]. The catalyst is C1COCC1. The product is [C:36]([O:35][C:33](=[O:34])[C:32]([CH3:41])([S:13][C:9]1[CH:10]=[C:11]2[C:6](=[CH:7][CH:8]=1)[CH2:5][CH:4]([NH:3][CH3:1])[CH2:12]2)[CH3:40])([CH3:39])([CH3:38])[CH3:37]. The yield is 0.200. (5) The reactants are COC(=O)[C:4]([C:11]#[N:12])=[C:5]1[CH2:10][CH2:9][CH2:8][CH2:7][NH:6]1.Cl. The product is [NH:6]1[CH2:7][CH2:8][CH2:9][CH2:10][C:5]1=[CH:4][C:11]#[N:12]. The yield is 0.620. The catalyst is [OH-].[Na+]. (6) The reactants are [C:1]([NH2:10])(=[O:9])[C:2]1[C:3](=[CH:5][CH:6]=[CH:7][CH:8]=1)[NH2:4].[OH:11][CH2:12][CH2:13][N:14]([CH2:23][CH2:24][OH:25])[C:15]1[CH:22]=[CH:21][C:18]([CH:19]=O)=[CH:17][CH:16]=1.COC1C=C(OC)C=C2C=1C(=O)NC(C1C=CC=CN=1)=N2. No catalyst specified. The product is [OH:11][CH2:12][CH2:13][N:14]([CH2:23][CH2:24][OH:25])[C:15]1[CH:22]=[CH:21][C:18]([C:19]2[NH:10][C:1](=[O:9])[C:2]3[C:3](=[CH:5][CH:6]=[CH:7][CH:8]=3)[N:4]=2)=[CH:17][CH:16]=1. The yield is 0.420. (7) The catalyst is O1CCCC1.O.C1C=CC([P]([Pd]([P](C2C=CC=CC=2)(C2C=CC=CC=2)C2C=CC=CC=2)([P](C2C=CC=CC=2)(C2C=CC=CC=2)C2C=CC=CC=2)[P](C2C=CC=CC=2)(C2C=CC=CC=2)C2C=CC=CC=2)(C2C=CC=CC=2)C2C=CC=CC=2)=CC=1. The product is [C:18]([C:22]1[CH:27]=[CH:26][C:25]([C:2]2[C:3]3[O:10][C:9]([C:11]4[CH:12]=[C:13]([NH2:17])[CH:14]=[N:15][CH:16]=4)=[CH:8][C:4]=3[CH:5]=[N:6][CH:7]=2)=[CH:24][CH:23]=1)([CH3:21])([CH3:20])[CH3:19]. The reactants are I[C:2]1[C:3]2[O:10][C:9]([C:11]3[CH:12]=[C:13]([NH2:17])[CH:14]=[N:15][CH:16]=3)=[CH:8][C:4]=2[CH:5]=[N:6][CH:7]=1.[C:18]([C:22]1[CH:27]=[CH:26][C:25](B(O)O)=[CH:24][CH:23]=1)([CH3:21])([CH3:20])[CH3:19].C(=O)([O-])[O-].[Na+].[Na+]. The yield is 0.620. (8) The reactants are [Cl:1][C:2]1[CH:3]=[CH:4][C:5]([NH:12][C:13](=[O:31])[CH2:14][CH2:15][CH2:16][NH:17][C:18]([C:20]2[CH:25]=[CH:24][CH:23]=[C:22]([C:26]3[CH:30]=[CH:29][O:28][CH:27]=3)[CH:21]=2)=[O:19])=[C:6]([CH:11]=1)[C:7]([O:9]C)=[O:8].[OH-].[Na+].Cl. The catalyst is O1CCCC1. The product is [Cl:1][C:2]1[CH:3]=[CH:4][C:5]([NH:12][C:13](=[O:31])[CH2:14][CH2:15][CH2:16][NH:17][C:18]([C:20]2[CH:25]=[CH:24][CH:23]=[C:22]([C:26]3[CH:30]=[CH:29][O:28][CH:27]=3)[CH:21]=2)=[O:19])=[C:6]([CH:11]=1)[C:7]([OH:9])=[O:8]. The yield is 0.910. (9) The reactants are C1(N(C2CCCCC2)C)CCCCC1.[O:15]1[CH2:17][CH:16]1[CH2:18][O:19][C:20](=[O:24])[C:21]([CH3:23])=[CH2:22].Br[C:26]1[CH:31]=[CH:30][C:29]([C:32]2[CH:37]=[CH:36][CH:35]=[CH:34][CH:33]=2)=[C:28]([F:38])[CH:27]=1.F[B-](F)(F)F. The catalyst is C1C=CC(/C=C/C(/C=C/C2C=CC=CC=2)=O)=CC=1.C1C=CC(/C=C/C(/C=C/C2C=CC=CC=2)=O)=CC=1.[Pd].O1CCOCC1. The product is [O:15]1[CH2:17][CH:16]1[CH2:18][O:19][C:20](=[O:24])/[C:21](/[CH3:23])=[CH:22]/[C:26]1[CH:31]=[CH:30][C:29]([C:32]2[CH:33]=[CH:34][CH:35]=[CH:36][CH:37]=2)=[C:28]([F:38])[CH:27]=1. The yield is 0.970. (10) The reactants are [OH-].[Na+].[CH2:3]([O:10][C@@H:11]([CH2:16][C:17]1[CH:22]=[CH:21][C:20]([C:23]2[CH:28]=[CH:27][CH:26]=[C:25]([N:29]([CH3:40])[C:30]([NH:32][CH2:33][CH2:34][CH2:35][CH2:36][CH2:37][CH2:38][CH3:39])=[O:31])[CH:24]=2)=[CH:19][CH:18]=1)[C:12]([O:14]C)=[O:13])[C:4]1[CH:9]=[CH:8][CH:7]=[CH:6][CH:5]=1.O1CCCC1.CO.O. The catalyst is C(O)(=O)C. The product is [CH2:3]([O:10][C@@H:11]([CH2:16][C:17]1[CH:22]=[CH:21][C:20]([C:23]2[CH:28]=[CH:27][CH:26]=[C:25]([N:29]([CH3:40])[C:30]([NH:32][CH2:33][CH2:34][CH2:35][CH2:36][CH2:37][CH2:38][CH3:39])=[O:31])[CH:24]=2)=[CH:19][CH:18]=1)[C:12]([OH:14])=[O:13])[C:4]1[CH:9]=[CH:8][CH:7]=[CH:6][CH:5]=1. The yield is 0.720.